Dataset: Reaction yield outcomes from USPTO patents with 853,638 reactions. Task: Predict the reaction yield, written as a fraction of the theoretical maximum amount of product (1.0 means a 100% yield; for example, 0.34 means a 34% yield). (1) The product is [Cl:1][C:2]1[N:3]=[N:4][C:5]([O:16][C:11]2[CH:12]=[CH:13][CH:14]=[CH:15][C:10]=2[CH3:9])=[CH:6][CH:7]=1. The reactants are [Cl:1][C:2]1[N:3]=[N:4][C:5](Cl)=[CH:6][CH:7]=1.[CH3:9][C:10]1[CH:15]=[CH:14][CH:13]=[CH:12][C:11]=1[OH:16].C(=O)([O-])[O-].[K+].[K+]. The catalyst is C(OCC)(=O)C. The yield is 0.567. (2) The reactants are N12CCCN=C1CCCCC2.[Si:12]([O:19][CH2:20][C@H:21]1[O:27][C@H:25]([CH3:26])[CH:24]=[CH:23][C@@H:22]1[OH:28])([C:15]([CH3:18])([CH3:17])[CH3:16])([CH3:14])[CH3:13].[Cl:29][C:30]([Cl:34])([Cl:33])[C:31]#[N:32]. The catalyst is ClCCl. The product is [Si:12]([O:19][CH2:20][C@H:21]1[O:27][C@H:25]([CH3:26])[CH:24]=[CH:23][C@@H:22]1[O:28][C:31](=[NH:32])[C:30]([Cl:34])([Cl:33])[Cl:29])([C:15]([CH3:17])([CH3:18])[CH3:16])([CH3:14])[CH3:13]. The yield is 0.770. (3) The yield is 0.980. The product is [CH2:27]([C:19]1[C:16]2[S:17][C:18]3[C:11]([CH2:1][CH2:2][CH2:3][CH2:4][CH2:5][CH2:6][CH2:7][CH2:8][CH2:9][CH3:10])=[C:12]([C:37]([OH:39])=[O:38])[S:13][C:14]=3[C:15]=2[S:21][C:20]=1[C:22]([OH:24])=[O:23])[CH2:28][CH2:29][CH2:30][CH2:31][CH2:32][CH2:33][CH2:34][CH2:35][CH3:36]. The reactants are [CH2:1]([C:11]1[C:18]2[S:17][C:16]3[C:19]([CH2:27][CH2:28][CH2:29][CH2:30][CH2:31][CH2:32][CH2:33][CH2:34][CH2:35][CH3:36])=[C:20]([C:22]([O:24]CC)=[O:23])[S:21][C:15]=3[C:14]=2[S:13][C:12]=1[C:37]([O:39]CC)=[O:38])[CH2:2][CH2:3][CH2:4][CH2:5][CH2:6][CH2:7][CH2:8][CH2:9][CH3:10].[Li+].[OH-].C1COCC1. The catalyst is [I-].C([N+](CCCC)(CCCC)CCCC)CCC.CO. (4) The reactants are [NH2:1][C:2]1[C:23]([Cl:24])=[CH:22][C:5]([C:6]([NH:8][CH:9]2[CH2:14][CH2:13][N:12](C(OC(C)(C)C)=O)[CH2:11][CH2:10]2)=[O:7])=[C:4]([O:25][CH3:26])[CH:3]=1.Cl. The catalyst is O1CCOCC1. The product is [ClH:24].[NH2:1][C:2]1[C:23]([Cl:24])=[CH:22][C:5]([C:6]([NH:8][CH:9]2[CH2:14][CH2:13][NH:12][CH2:11][CH2:10]2)=[O:7])=[C:4]([O:25][CH3:26])[CH:3]=1. The yield is 0.628. (5) The reactants are [F:1][C:2]1[CH:3]=[C:4]([C:8]2[S:9][C:10]([NH:14][C:15](=[O:21])[O:16][C:17]([CH3:20])([CH3:19])[CH3:18])=[C:11]([I:13])[N:12]=2)[CH:5]=[N:6][CH:7]=1.[H-].[Na+].I[CH3:25]. The catalyst is CN(C=O)C. The product is [F:1][C:2]1[CH:3]=[C:4]([C:8]2[S:9][C:10]([N:14]([CH3:25])[C:15](=[O:21])[O:16][C:17]([CH3:18])([CH3:20])[CH3:19])=[C:11]([I:13])[N:12]=2)[CH:5]=[N:6][CH:7]=1. The yield is 0.910.